This data is from Full USPTO retrosynthesis dataset with 1.9M reactions from patents (1976-2016). The task is: Predict the reactants needed to synthesize the given product. (1) Given the product [C:8]([C:7]1[CH:10]=[C:11]([C:14]2[S:15][C:16]([C:19]3[C:20]([CH3:29])=[C:21]4[C:26](=[CH:27][CH:28]=3)[CH2:25][N:24]([CH2:37][CH2:38][CH2:39][C:40]([O:42][CH2:43][CH3:44])=[O:41])[CH2:23][CH2:22]4)=[N:17][N:18]=2)[CH:12]=[CH:13][C:6]=1[O:5][CH:3]([CH3:2])[CH3:4])#[N:9], predict the reactants needed to synthesize it. The reactants are: Cl.[CH3:2][CH:3]([O:5][C:6]1[CH:13]=[CH:12][C:11]([C:14]2[S:15][C:16]([C:19]3[C:20]([CH3:29])=[C:21]4[C:26](=[CH:27][CH:28]=3)[CH2:25][NH:24][CH2:23][CH2:22]4)=[N:17][N:18]=2)=[CH:10][C:7]=1[C:8]#[N:9])[CH3:4].C(=O)([O-])[O-].[K+].[K+].Br[CH2:37][CH2:38][CH2:39][C:40]([O:42][CH2:43][CH3:44])=[O:41]. (2) Given the product [CH2:1]([NH:8][C:9]1[N:14]([CH3:15])[C:13](=[O:16])[C:12]([C:17]2[CH:22]=[CH:21][C:20]([O:23][C:24]3[CH:29]=[CH:28][N:27]=[C:26]4[CH:30]=[C:31]([C:46]5[CH:45]=[CH:44][C:43]([C:41]([N:35]6[CH2:40][CH2:39][O:38][CH2:37][CH2:36]6)=[O:42])=[CH:48][CH:47]=5)[S:32][C:25]=34)=[C:19]([F:34])[CH:18]=2)=[CH:11][N:10]=1)[C:2]1[CH:7]=[CH:6][CH:5]=[CH:4][CH:3]=1, predict the reactants needed to synthesize it. The reactants are: [CH2:1]([NH:8][C:9]1[N:14]([CH3:15])[C:13](=[O:16])[C:12]([C:17]2[CH:22]=[CH:21][C:20]([O:23][C:24]3[CH:29]=[CH:28][N:27]=[C:26]4[CH:30]=[C:31](I)[S:32][C:25]=34)=[C:19]([F:34])[CH:18]=2)=[CH:11][N:10]=1)[C:2]1[CH:7]=[CH:6][CH:5]=[CH:4][CH:3]=1.[N:35]1([C:41]([C:43]2[CH:48]=[CH:47][C:46](B(O)O)=[CH:45][CH:44]=2)=[O:42])[CH2:40][CH2:39][O:38][CH2:37][CH2:36]1.[Cl-].[Li+].